Dataset: Peptide-MHC class I binding affinity with 185,985 pairs from IEDB/IMGT. Task: Regression. Given a peptide amino acid sequence and an MHC pseudo amino acid sequence, predict their binding affinity value. This is MHC class I binding data. The peptide sequence is EVMPVSMAK. The MHC is HLA-A31:01 with pseudo-sequence HLA-A31:01. The binding affinity (normalized) is 0.124.